From a dataset of NCI-60 drug combinations with 297,098 pairs across 59 cell lines. Regression. Given two drug SMILES strings and cell line genomic features, predict the synergy score measuring deviation from expected non-interaction effect. (1) Synergy scores: CSS=30.8, Synergy_ZIP=12.0, Synergy_Bliss=12.4, Synergy_Loewe=0.798, Synergy_HSA=15.5. Drug 2: C1CCC(C(C1)N)N.C(=O)(C(=O)[O-])[O-].[Pt+4]. Drug 1: CN(C)N=NC1=C(NC=N1)C(=O)N. Cell line: HCT116. (2) Drug 1: CC1=C(C=C(C=C1)NC(=O)C2=CC=C(C=C2)CN3CCN(CC3)C)NC4=NC=CC(=N4)C5=CN=CC=C5. Drug 2: C1CN(P(=O)(OC1)NCCCl)CCCl. Cell line: HT29. Synergy scores: CSS=4.05, Synergy_ZIP=-3.16, Synergy_Bliss=-3.84, Synergy_Loewe=-6.17, Synergy_HSA=-2.55.